From a dataset of Full USPTO retrosynthesis dataset with 1.9M reactions from patents (1976-2016). Predict the reactants needed to synthesize the given product. (1) The reactants are: [CH3:1][O:2][C:3]1[CH:8]=[CH:7][C:6]([C:9]2[C:14]([CH3:15])=[C:13]([C:16]([F:19])([F:18])[F:17])[N:12]3[N:20]=[CH:21][C:22]([C:23](O)=[O:24])=[C:11]3[N:10]=2)=[CH:5][CH:4]=1.CN(C(ON1N=NC2C=CC=NC1=2)=[N+](C)C)C.F[P-](F)(F)(F)(F)F.CCN(C(C)C)C(C)C.[CH3:59][C@H:60]1[NH:65][CH2:64][CH2:63][N:62]([C@H:66]([C:69]2[CH:74]=[CH:73][CH:72]=[CH:71][CH:70]=2)[CH2:67][OH:68])[CH2:61]1. Given the product [OH:68][CH2:67][C@H:66]([N:62]1[CH2:63][CH2:64][N:65]([C:23]([C:22]2[CH:21]=[N:20][N:12]3[C:13]([C:16]([F:17])([F:18])[F:19])=[C:14]([CH3:15])[C:9]([C:6]4[CH:7]=[CH:8][C:3]([O:2][CH3:1])=[CH:4][CH:5]=4)=[N:10][C:11]=23)=[O:24])[C@H:60]([CH3:59])[CH2:61]1)[C:69]1[CH:70]=[CH:71][CH:72]=[CH:73][CH:74]=1, predict the reactants needed to synthesize it. (2) Given the product [Cl:1][C:2]1[CH:7]=[CH:6][C:5]([C:26]2[C:27]([C:28]([O:30][CH3:31])=[O:29])=[CH:32][C:33]([F:36])=[CH:34][CH:35]=2)=[CH:4][C:3]=1[C:11]([NH:13][CH2:14][C:15]12[CH2:24][CH:19]3[CH2:20][CH:21]([CH2:23][CH:17]([CH2:18]3)[CH2:16]1)[CH2:22]2)=[O:12], predict the reactants needed to synthesize it. The reactants are: [Cl:1][C:2]1[CH:7]=[CH:6][C:5](B(O)O)=[CH:4][C:3]=1[C:11]([NH:13][CH2:14][C:15]12[CH2:24][CH:19]3[CH2:20][CH:21]([CH2:23][CH:17]([CH2:18]3)[CH2:16]1)[CH2:22]2)=[O:12].Br[C:26]1[CH:35]=[CH:34][C:33]([F:36])=[CH:32][C:27]=1[C:28]([O:30][CH3:31])=[O:29].O1CCCC1.C(=O)([O-])[O-].[K+].[K+]. (3) Given the product [O:16]1[C:20]2[CH:21]=[CH:22][C:23]([C:25]([C:26]#[N:27])=[C:3]3[CH2:8][CH2:7][N:6]([C:9]([O:11][C:12]([CH3:15])([CH3:14])[CH3:13])=[O:10])[CH2:5][CH2:4]3)=[CH:24][C:19]=2[O:18][CH2:17]1, predict the reactants needed to synthesize it. The reactants are: [Na].O=[C:3]1[CH2:8][CH2:7][N:6]([C:9]([O:11][C:12]([CH3:15])([CH3:14])[CH3:13])=[O:10])[CH2:5][CH2:4]1.[O:16]1[C:20]2[CH:21]=[CH:22][C:23]([CH2:25][C:26]#[N:27])=[CH:24][C:19]=2[O:18][CH2:17]1.